Dataset: Reaction yield outcomes from USPTO patents with 853,638 reactions. Task: Predict the reaction yield, written as a fraction of the theoretical maximum amount of product (1.0 means a 100% yield; for example, 0.34 means a 34% yield). (1) The reactants are C([O:3][C:4](=[O:21])[C:5]1[CH:10]=[CH:9][CH:8]=[C:7]([C:11]#[C:12][CH2:13][CH2:14][CH2:15][C:16](=[O:20])[N:17]([CH3:19])[CH3:18])[CH:6]=1)C.[OH-].[Na+].Cl. No catalyst specified. The product is [CH3:19][N:17]([CH3:18])[C:16]([CH2:15][CH2:14][CH2:13][C:12]#[C:11][C:7]1[CH:6]=[C:5]([CH:10]=[CH:9][CH:8]=1)[C:4]([OH:21])=[O:3])=[O:20]. The yield is 0.740. (2) The reactants are O.[OH-].[Li+].[CH3:4][CH:5]([CH3:39])[CH2:6][CH2:7][C@@H:8]([C:35]([O:37]C)=[O:36])[NH:9][C:10]([C:12]1[C:21]([NH:22][C:23]([NH:25][C:26]2[C:31]([CH3:32])=[CH:30][C:29]([CH3:33])=[CH:28][C:27]=2[CH3:34])=[O:24])=[CH:20][C:19]2[C:14](=[CH:15][CH:16]=[CH:17][CH:18]=2)[CH:13]=1)=[O:11].O.Cl. The catalyst is O1CCOCC1. The product is [CH3:4][CH:5]([CH3:39])[CH2:6][CH2:7][C@@H:8]([C:35]([OH:37])=[O:36])[NH:9][C:10]([C:12]1[C:21]([NH:22][C:23]([NH:25][C:26]2[C:31]([CH3:32])=[CH:30][C:29]([CH3:33])=[CH:28][C:27]=2[CH3:34])=[O:24])=[CH:20][C:19]2[C:14](=[CH:15][CH:16]=[CH:17][CH:18]=2)[CH:13]=1)=[O:11]. The yield is 1.00. (3) The reactants are [Br:1][C:2]1[CH:3]=[CH:4][C:5]([OH:25])=[C:6]([CH:24]=1)[C:7]([NH:9][C:10]1[CH:15]=[C:14]([C:16]([F:19])([F:18])[F:17])[CH:13]=[C:12]([C:20]([F:23])([F:22])[F:21])[CH:11]=1)=[O:8].[N:26]1([C:32](Cl)=[O:33])[CH2:31][CH2:30][O:29][CH2:28][CH2:27]1. No catalyst specified. The product is [Br:1][C:2]1[CH:3]=[CH:4][C:5]([O:25][C:32]([N:26]2[CH2:31][CH2:30][O:29][CH2:28][CH2:27]2)=[O:33])=[C:6]([CH:24]=1)[C:7]([NH:9][C:10]1[CH:15]=[C:14]([C:16]([F:19])([F:18])[F:17])[CH:13]=[C:12]([C:20]([F:21])([F:22])[F:23])[CH:11]=1)=[O:8]. The yield is 0.871.